From a dataset of Full USPTO retrosynthesis dataset with 1.9M reactions from patents (1976-2016). Predict the reactants needed to synthesize the given product. (1) Given the product [CH3:13][O:14][C:15]1[CH:16]=[C:17]([S:23]([O:1][CH2:2][C:3]([O:5][CH2:6][C:7]2[CH:12]=[CH:11][CH:10]=[CH:9][CH:8]=2)=[O:4])(=[O:24])=[O:25])[CH:18]=[CH:19][C:20]=1[O:21][CH3:22], predict the reactants needed to synthesize it. The reactants are: [OH:1][CH2:2][C:3]([O:5][CH2:6][C:7]1[CH:12]=[CH:11][CH:10]=[CH:9][CH:8]=1)=[O:4].[CH3:13][O:14][C:15]1[CH:16]=[C:17]([S:23](Cl)(=[O:25])=[O:24])[CH:18]=[CH:19][C:20]=1[O:21][CH3:22]. (2) Given the product [NH:1]1[C:2]2[C:3](=[CH:6][CH:7]=[CH:8][CH:9]=2)[CH:4]=[C:15]([C:13]([OH:14])=[O:12])[CH2:16]1, predict the reactants needed to synthesize it. The reactants are: [NH2:1][C:2]1[CH:9]=[CH:8][CH:7]=[CH:6][C:3]=1[CH:4]=O.CC1(C)O[C:16](=O)[CH2:15][C:13](=[O:14])[O:12]1.